This data is from Full USPTO retrosynthesis dataset with 1.9M reactions from patents (1976-2016). The task is: Predict the reactants needed to synthesize the given product. (1) Given the product [CH:1]1([C:4]2[N:8]=[C:7]([C:9]3[C:10]4[CH2:27][CH2:26][CH2:25][C:11]=4[S:12][C:13]=3[NH:14][C:39]([C:29]3[CH:28]4[CH2:35][CH2:34][CH:31]([CH2:32][CH2:33]4)[C:30]=3[C:36]([OH:38])=[O:37])=[O:40])[O:6][N:5]=2)[CH2:3][CH2:2]1, predict the reactants needed to synthesize it. The reactants are: [CH:1]1([C:4]2[N:8]=[C:7]([C:9]3[C:10]4[CH2:27][CH2:26][CH2:25][C:11]=4[S:12][C:13]=3[NH:14]C(C3CCCC=3C(O)=O)=O)[O:6][N:5]=2)[CH2:3][CH2:2]1.[CH:28]12[CH2:35][CH2:34][CH:31]([CH2:32][CH2:33]1)[C:30]1[C:36]([O:38][C:39](=[O:40])[C:29]2=1)=[O:37]. (2) Given the product [F:54][C:55]1[CH:56]=[C:57]([CH2:62][C:63]([NH:65][C@H:66]([C:70]([NH:35][C@@H:36]2[C:42](=[O:43])[NH:41][C:40]3[CH:44]=[CH:45][CH:46]=[CH:47][C:39]=3[S:38][C@@H:37]2[C:48]2[CH:49]=[CH:50][CH:51]=[CH:52][CH:53]=2)=[O:71])[CH:67]([CH3:68])[CH3:69])=[O:64])[CH:58]=[C:59]([F:61])[CH:60]=1, predict the reactants needed to synthesize it. The reactants are: O=C1NC2C=CC=CC=2S[C@H](C2C=CC=CC=2)[C@@H]1NC(=O)[C@H](C)NC(=O)CC1C=CC=CC=1.Br.[NH2:35][C@H:36]1[C:42](=[O:43])[NH:41][C:40]2[CH:44]=[CH:45][CH:46]=[CH:47][C:39]=2[S:38][C@H:37]1[C:48]1[CH:53]=[CH:52][CH:51]=[CH:50][CH:49]=1.[F:54][C:55]1[CH:56]=[C:57]([CH2:62][C:63]([NH:65][C@H:66]([C:70](O)=[O:71])[CH:67]([CH3:69])[CH3:68])=[O:64])[CH:58]=[C:59]([F:61])[CH:60]=1. (3) Given the product [CH3:1][C:2]1[C:11]2[C:6](=[CH:7][C:8]([O:12][CH2:13][O:14][CH2:15][CH2:16][Si:17]([CH3:18])([CH3:19])[CH3:20])=[CH:9][CH:10]=2)[O:5][CH:4]([OH:21])[C:3]=1[CH2:22][O:23][CH2:24][CH2:25][Si:26]([CH3:27])([CH3:29])[CH3:28], predict the reactants needed to synthesize it. The reactants are: [CH3:1][C:2]1[C:11]2[C:6](=[CH:7][C:8]([O:12][CH2:13][O:14][CH2:15][CH2:16][Si:17]([CH3:20])([CH3:19])[CH3:18])=[CH:9][CH:10]=2)[O:5][C:4](=[O:21])[C:3]=1[CH2:22][O:23][CH2:24][CH2:25][Si:26]([CH3:29])([CH3:28])[CH3:27].CC(C[AlH]CC(C)C)C.